The task is: Predict which catalyst facilitates the given reaction.. This data is from Catalyst prediction with 721,799 reactions and 888 catalyst types from USPTO. (1) Reactant: CN(C)[CH:3]=[O:4].P(Cl)(Cl)([Cl:8])=O.[CH2:11]([N:13]1[C:17](O)=[CH:16][C:15]([CH3:19])=[N:14]1)[CH3:12]. Product: [Cl:8][C:17]1[N:13]([CH2:11][CH3:12])[N:14]=[C:15]([CH3:19])[C:16]=1[CH:3]=[O:4]. The catalyst class is: 6. (2) Reactant: [OH-].[Na+].[CH:3]1([C:9]#[C:10][CH3:11])[CH2:8][CH2:7][CH2:6][CH2:5][CH2:4]1.[SiH:12]([O:19][CH2:20][CH3:21])([O:16][CH2:17][CH3:18])[O:13][CH2:14][CH3:15].COCCOC. Product: [CH:3]1([CH2:9][C:10]#[C:11][Si:12]([O:19][CH2:20][CH3:21])([O:16][CH2:17][CH3:18])[O:13][CH2:14][CH3:15])[CH2:8][CH2:7][CH2:6][CH2:5][CH2:4]1. The catalyst class is: 28.